From a dataset of Catalyst prediction with 721,799 reactions and 888 catalyst types from USPTO. Predict which catalyst facilitates the given reaction. Reactant: [H-].[H-].[H-].[H-].[Li+].[Al+3].[C:7]([C:11]1[CH:20]=[C:19]2[C:14]([C:15]([O:21][CH3:22])=[CH:16][CH:17]=[N:18]2)=[CH:13][CH:12]=1)(OC)=[O:8]. Product: [CH3:22][O:21][C:15]1[C:14]2[C:19](=[CH:20][C:11]([CH2:7][OH:8])=[CH:12][CH:13]=2)[N:18]=[CH:17][CH:16]=1. The catalyst class is: 1.